From a dataset of NCI-60 drug combinations with 297,098 pairs across 59 cell lines. Regression. Given two drug SMILES strings and cell line genomic features, predict the synergy score measuring deviation from expected non-interaction effect. (1) Drug 1: C1CC(=O)NC(=O)C1N2CC3=C(C2=O)C=CC=C3N. Drug 2: COC1=NC(=NC2=C1N=CN2C3C(C(C(O3)CO)O)O)N. Cell line: SW-620. Synergy scores: CSS=8.27, Synergy_ZIP=0.646, Synergy_Bliss=4.49, Synergy_Loewe=4.40, Synergy_HSA=4.24. (2) Drug 2: CN(C)N=NC1=C(NC=N1)C(=O)N. Cell line: UACC-257. Synergy scores: CSS=-7.40, Synergy_ZIP=2.80, Synergy_Bliss=-3.94, Synergy_Loewe=-10.9, Synergy_HSA=-9.75. Drug 1: CC(C1=C(C=CC(=C1Cl)F)Cl)OC2=C(N=CC(=C2)C3=CN(N=C3)C4CCNCC4)N. (3) Cell line: U251. Drug 2: N.N.Cl[Pt+2]Cl. Drug 1: COCCOC1=C(C=C2C(=C1)C(=NC=N2)NC3=CC=CC(=C3)C#C)OCCOC.Cl. Synergy scores: CSS=52.3, Synergy_ZIP=1.49, Synergy_Bliss=2.60, Synergy_Loewe=3.87, Synergy_HSA=4.45. (4) Drug 1: C1=NC2=C(N=C(N=C2N1C3C(C(C(O3)CO)O)O)F)N. Drug 2: C1CC(C1)(C(=O)O)C(=O)O.[NH2-].[NH2-].[Pt+2]. Cell line: NCI-H322M. Synergy scores: CSS=-0.326, Synergy_ZIP=2.38, Synergy_Bliss=2.70, Synergy_Loewe=0.143, Synergy_HSA=-1.06. (5) Drug 1: CC1=C(C=C(C=C1)C(=O)NC2=CC(=CC(=C2)C(F)(F)F)N3C=C(N=C3)C)NC4=NC=CC(=N4)C5=CN=CC=C5. Drug 2: CNC(=O)C1=NC=CC(=C1)OC2=CC=C(C=C2)NC(=O)NC3=CC(=C(C=C3)Cl)C(F)(F)F. Cell line: TK-10. Synergy scores: CSS=-5.40, Synergy_ZIP=4.95, Synergy_Bliss=4.24, Synergy_Loewe=0.168, Synergy_HSA=-1.98. (6) Cell line: HOP-62. Drug 1: CC12CCC3C(C1CCC2=O)CC(=C)C4=CC(=O)C=CC34C. Synergy scores: CSS=49.2, Synergy_ZIP=-1.75, Synergy_Bliss=0.176, Synergy_Loewe=-11.8, Synergy_HSA=1.52. Drug 2: CCC1(CC2CC(C3=C(CCN(C2)C1)C4=CC=CC=C4N3)(C5=C(C=C6C(=C5)C78CCN9C7C(C=CC9)(C(C(C8N6C)(C(=O)OC)O)OC(=O)C)CC)OC)C(=O)OC)O.OS(=O)(=O)O. (7) Cell line: PC-3. Synergy scores: CSS=33.2, Synergy_ZIP=0.951, Synergy_Bliss=0.426, Synergy_Loewe=-8.94, Synergy_HSA=2.72. Drug 1: COC1=NC(=NC2=C1N=CN2C3C(C(C(O3)CO)O)O)N. Drug 2: CC1CCCC2(C(O2)CC(NC(=O)CC(C(C(=O)C(C1O)C)(C)C)O)C(=CC3=CSC(=N3)C)C)C. (8) Drug 1: CCCS(=O)(=O)NC1=C(C(=C(C=C1)F)C(=O)C2=CNC3=C2C=C(C=N3)C4=CC=C(C=C4)Cl)F. Drug 2: CNC(=O)C1=NC=CC(=C1)OC2=CC=C(C=C2)NC(=O)NC3=CC(=C(C=C3)Cl)C(F)(F)F. Cell line: TK-10. Synergy scores: CSS=17.3, Synergy_ZIP=-5.90, Synergy_Bliss=-3.81, Synergy_Loewe=-7.18, Synergy_HSA=-3.96.